Dataset: Peptide-MHC class I binding affinity with 185,985 pairs from IEDB/IMGT. Task: Regression. Given a peptide amino acid sequence and an MHC pseudo amino acid sequence, predict their binding affinity value. This is MHC class I binding data. (1) The peptide sequence is YRSGIIAVV. The MHC is HLA-B53:01 with pseudo-sequence HLA-B53:01. The binding affinity (normalized) is 0. (2) The MHC is HLA-A11:01 with pseudo-sequence HLA-A11:01. The binding affinity (normalized) is 0.0765. The peptide sequence is RRTPRVSWK.